From a dataset of Reaction yield outcomes from USPTO patents with 853,638 reactions. Predict the reaction yield, written as a fraction of the theoretical maximum amount of product (1.0 means a 100% yield; for example, 0.34 means a 34% yield). The reactants are [Cl:1][C:2]1[C:3]([C:36]2[C:44]3[C:39](=[CH:40][CH:41]=[CH:42][CH:43]=3)[NH:38][CH:37]=2)=[N:4][C:5]([NH:8][CH:9]2[CH2:14][CH2:13][N:12]([CH2:15][C:16]3[CH:21]=[CH:20][C:19]([NH:22][C:23](=[O:35])/[CH:24]=[CH:25]/[CH2:26][NH:27][C:28](=O)[O:29]C(C)(C)C)=[CH:18][CH:17]=3)[CH2:11][CH2:10]2)=[N:6][CH:7]=1.C(O)([C:47]([F:50])([F:49])[F:48])=O.Cl. The catalyst is C(Cl)Cl. The yield is 0.665. The product is [Cl:1][C:2]1[C:3]([C:36]2[C:44]3[C:39](=[CH:40][CH:41]=[CH:42][CH:43]=3)[NH:38][CH:37]=2)=[N:4][C:5]([NH:8][CH:9]2[CH2:14][CH2:13][N:12]([CH2:15][C:16]3[CH:17]=[CH:18][C:19]([NH:22][C:23](=[O:35])/[CH:24]=[CH:25]/[CH2:26][NH:27][C:28](=[O:29])[C:47]([F:50])([F:49])[F:48])=[CH:20][CH:21]=3)[CH2:11][CH2:10]2)=[N:6][CH:7]=1.